This data is from CYP3A4 inhibition data for predicting drug metabolism from PubChem BioAssay. The task is: Regression/Classification. Given a drug SMILES string, predict its absorption, distribution, metabolism, or excretion properties. Task type varies by dataset: regression for continuous measurements (e.g., permeability, clearance, half-life) or binary classification for categorical outcomes (e.g., BBB penetration, CYP inhibition). Dataset: cyp3a4_veith. (1) The compound is COc1ccc(-n2c(=O)c(-c3cccc(F)c3)nc3cncnc32)cc1. The result is 1 (inhibitor). (2) The drug is COc1cccc(Cn2c(=O)c(-c3ccc(Cl)cc3)nc3cnc(OC)nc32)c1. The result is 1 (inhibitor). (3) The compound is COc1ccc(/C=C(\C#N)C(N)=O)c(OC)c1. The result is 1 (inhibitor).